Dataset: Catalyst prediction with 721,799 reactions and 888 catalyst types from USPTO. Task: Predict which catalyst facilitates the given reaction. (1) Reactant: [C:1]([NH:8][C@H:9]([C:20]([OH:22])=O)[CH2:10][C:11]1[C:19]2[C:14](=[CH:15][CH:16]=[CH:17][CH:18]=2)[NH:13][CH:12]=1)([O:3][C:4]([CH3:7])([CH3:6])[CH3:5])=[O:2].C(N1C=CN=C1)(N1C=CN=C1)=O.[CH3:35][CH:36]1[CH2:41][NH:40][CH2:39][CH2:38][NH:37]1.ClCCCl. Product: [C:4]([O:3][C:1](=[O:2])[NH:8][CH:9]([CH2:10][C:11]1[C:19]2[C:14](=[CH:15][CH:16]=[CH:17][CH:18]=2)[NH:13][CH:12]=1)[C:20]([N:40]1[CH2:39][CH2:38][NH:37][CH:36]([CH3:35])[CH2:41]1)=[O:22])([CH3:5])([CH3:6])[CH3:7]. The catalyst class is: 2. (2) Reactant: [CH3:1][O:2][CH2:3][C:4]([OH:6])=O.CCN=C=NCCCN(C)C.C1C=CC2N(O)N=NC=2C=1.[NH2:28][C:29]1[CH:30]=[C:31]([C:35]2[CH:40]=[CH:39][N:38]=[C:37]([NH:41][CH2:42][CH2:43][C:44]3[CH:49]=[CH:48][C:47]([O:50][CH3:51])=[C:46]([O:52][CH3:53])[CH:45]=3)[N:36]=2)[CH:32]=[CH:33][CH:34]=1. Product: [CH3:53][O:52][C:46]1[CH:45]=[C:44]([CH2:43][CH2:42][NH:41][C:37]2[N:36]=[C:35]([C:31]3[CH:30]=[C:29]([NH:28][C:4](=[O:6])[CH2:3][O:2][CH3:1])[CH:34]=[CH:33][CH:32]=3)[CH:40]=[CH:39][N:38]=2)[CH:49]=[CH:48][C:47]=1[O:50][CH3:51]. The catalyst class is: 399. (3) Reactant: C1COCC1.[CH3:6][O:7][C:8]1[CH:9]=[C:10]([CH:16]([CH3:20])[C:17]([O-])=[O:18])[CH:11]=[CH:12][C:13]=1[O:14][CH3:15].CC(C[AlH]CC(C)C)C. Product: [CH3:6][O:7][C:8]1[CH:9]=[C:10]([CH:16]([CH3:20])[CH:17]=[O:18])[CH:11]=[CH:12][C:13]=1[O:14][CH3:15]. The catalyst class is: 6. (4) Reactant: Cl.C[C:3]1[CH:4]=[C:5]([CH2:8]OC2CNC2)[S:6][CH:7]=1.CCN=C=NC[CH2:20][CH2:21][N:22]([CH3:24])C.C1C=CC2N([OH:34])N=NC=2C=1.C(N([CH:41]([CH3:43])C)CC)(C)C.Cl.[O:45]=[C:46]1[NH:55][C:54]2[N:53]=[CH:52][C:51](/[CH:56]=[CH:57]/[C:58]([OH:60])=O)=[CH:50][C:49]=2[CH2:48][CH2:47]1. Product: [O:60]=[C:58]([N:22]1[CH2:21][CH:20]([O:34][CH2:41][CH2:43][CH2:8][C:5]2[S:6][CH:7]=[CH:3][CH:4]=2)[CH2:24]1)/[CH:57]=[CH:56]/[C:51]1[CH:50]=[C:49]2[C:54](=[N:53][CH:52]=1)[NH:55][C:46](=[O:45])[CH2:47][CH2:48]2. The catalyst class is: 9. (5) Reactant: C(OC([N:8]1[CH2:13][CH:12]=[C:11]([C:14]2[CH:19]=[C:18]([CH:20]3[CH2:24][CH2:23][CH2:22][CH2:21]3)[C:17]([O:25]C(OC)=O)=[CH:16][C:15]=2[NH:30][C:31]([CH:33]2[O:38][C:37]3[CH:39]=[CH:40][C:41]([C:43]#[N:44])=[CH:42][C:36]=3[N:35](C(OCC)=O)[CH2:34]2)=[O:32])[CH2:10][CH2:9]1)=O)(C)(C)C.[OH-].[Na+].Cl. Product: [C:43]([C:41]1[CH:40]=[CH:39][C:37]2[O:38][CH:33]([C:31]([NH:30][C:15]3[CH:16]=[C:17]([OH:25])[C:18]([CH:20]4[CH2:21][CH2:22][CH2:23][CH2:24]4)=[CH:19][C:14]=3[C:11]3[CH2:12][CH2:13][NH:8][CH2:9][CH:10]=3)=[O:32])[CH2:34][NH:35][C:36]=2[CH:42]=1)#[N:44]. The catalyst class is: 24.